Dataset: Full USPTO retrosynthesis dataset with 1.9M reactions from patents (1976-2016). Task: Predict the reactants needed to synthesize the given product. (1) Given the product [CH3:12][C@@H:13]1[CH2:17][CH2:16][CH2:15][N:14]1[CH2:18][C@@H:20]1[CH2:24][CH2:23][CH2:22][NH:21]1, predict the reactants needed to synthesize it. The reactants are: [H-].[Al+3].[Li+].[H-].[H-].[H-].C1COCC1.[CH3:12][C@@H:13]1[CH2:17][CH2:16][CH2:15][N:14]1[C:18]([CH:20]1[CH2:24][CH2:23][CH2:22][NH:21]1)=O.O.[OH-].[Na+]. (2) Given the product [CH:40]([C:32]1[N:31]([C:20]2[N:19]=[C:18]3[C:23]([N:24]=[C:16]([C:10]4([O:14][CH3:15])[CH2:11][CH2:12][CH2:13][NH:8][CH2:9]4)[N:17]3[CH3:43])=[C:22]([N:25]3[CH2:26][CH2:27][O:28][CH2:29][CH2:30]3)[N:21]=2)[C:35]2[CH:36]=[CH:37][CH:38]=[CH:39][C:34]=2[N:33]=1)([CH3:42])[CH3:41], predict the reactants needed to synthesize it. The reactants are: C(OC([N:8]1[CH2:13][CH2:12][CH2:11][C:10]([C:16]2[N:17]([CH3:43])[C:18]3[C:23]([N:24]=2)=[C:22]([N:25]2[CH2:30][CH2:29][O:28][CH2:27][CH2:26]2)[N:21]=[C:20]([N:31]2[C:35]4[CH:36]=[CH:37][CH:38]=[CH:39][C:34]=4[N:33]=[C:32]2[CH:40]([CH3:42])[CH3:41])[N:19]=3)([O:14][CH3:15])[CH2:9]1)=O)(C)(C)C.Cl. (3) Given the product [Br:1][C:2]1[C:3]([C:7]2[CH:8]=[CH:9][C:10]([N+:13]([O-:15])=[O:14])=[CH:11][CH:12]=2)=[N:4][N:5]([CH2:22][C:21]2[CH:24]=[CH:25][C:18]([O:17][CH3:16])=[CH:19][CH:20]=2)[CH:6]=1, predict the reactants needed to synthesize it. The reactants are: [Br:1][C:2]1[C:3]([C:7]2[CH:12]=[CH:11][C:10]([N+:13]([O-:15])=[O:14])=[CH:9][CH:8]=2)=[N:4][NH:5][CH:6]=1.[CH3:16][O:17][C:18]1[CH:25]=[CH:24][C:21]([CH2:22]Cl)=[CH:20][CH:19]=1. (4) The reactants are: Cl[SiH:2]1[N:6]([C:7]([CH3:10])([CH3:9])[CH3:8])[CH:5]=[CH:4][N:3]1[C:11]([CH3:14])([CH3:13])[CH3:12].[CH3:15][C:16]([NH-:23])([CH3:22])[CH2:17][C:18]([CH3:21])([CH3:20])[CH3:19].[Li+].CC(N)(C)CC(C)(C)C.C([Li])CCC. Given the product [C:11]([N:3]1[CH:4]=[CH:5][N:6]([C:7]([CH3:10])([CH3:9])[CH3:8])[SiH:2]1[NH:23][C:16]([CH3:22])([CH3:15])[CH2:17][C:18]([CH3:21])([CH3:20])[CH3:19])([CH3:14])([CH3:13])[CH3:12], predict the reactants needed to synthesize it. (5) Given the product [S:1]1(=[O:10])(=[O:11])[CH2:5][CH2:4][C:3]2[CH:6]=[CH:7][CH:8]=[CH:9][C:2]1=2, predict the reactants needed to synthesize it. The reactants are: [S:1]1(=[O:11])(=[O:10])[CH:5]=[CH:4][C:3]2[CH:6]=[CH:7][CH:8]=[CH:9][C:2]1=2.[H][H]. (6) The reactants are: [H-].[Na+].[CH:3]1([S:6]([NH2:9])(=[O:8])=[O:7])[CH2:5][CH2:4]1.[CH3:10][C:11]1([CH3:36])[CH2:20][C:19]2[C:14](=[CH:15][CH:16]=[C:17]([C:21](O)=[O:22])[CH:18]=2)[NH:13][CH:12]1[C:24]1[CH:25]=[N:26][CH:27]=[C:28]([N:30]2[CH2:35][CH2:34][O:33][CH2:32][CH2:31]2)[CH:29]=1.C(N1C=CN=C1)(N1C=CN=C1)=O. Given the product [CH3:10][C:11]1([CH3:36])[CH2:20][C:19]2[C:14](=[CH:15][CH:16]=[C:17]([C:21]([NH:9][S:6]([CH:3]3[CH2:5][CH2:4]3)(=[O:8])=[O:7])=[O:22])[CH:18]=2)[NH:13][CH:12]1[C:24]1[CH:25]=[N:26][CH:27]=[C:28]([N:30]2[CH2:31][CH2:32][O:33][CH2:34][CH2:35]2)[CH:29]=1, predict the reactants needed to synthesize it.